The task is: Predict the reaction yield, written as a fraction of the theoretical maximum amount of product (1.0 means a 100% yield; for example, 0.34 means a 34% yield).. This data is from Reaction yield outcomes from USPTO patents with 853,638 reactions. (1) The reactants are [H-].[H-].[H-].[H-].[Li+].[Al+3].[NH:7]1[C:15]2[C:10](=[CH:11][CH:12]=[CH:13][CH:14]=2)[C:9]([CH:16]([CH3:19])[C:17]#[N:18])=[CH:8]1. The catalyst is C1COCC1. The product is [NH:7]1[C:15]2[C:10](=[CH:11][CH:12]=[CH:13][CH:14]=2)[C:9]([CH:16]([CH3:19])[CH2:17][NH2:18])=[CH:8]1. The yield is 0.820. (2) The reactants are [F:1][C:2]([F:14])([F:13])[C:3]1[CH:9]=[CH:8][C:6]([NH2:7])=[C:5]([N+:10]([O-:12])=[O:11])[CH:4]=1.[C:15]([C:24]1[CH:29]=[C:28]([C:30]([CH2:33][C:34]([CH3:37])([CH3:36])[CH3:35])([CH3:32])[CH3:31])[CH:27]=[CH:26][C:25]=1[OH:38])([C:18]1[CH:23]=[CH:22][CH:21]=[CH:20][CH:19]=1)([CH3:17])[CH3:16].S(=O)(=O)(O)O.[N:44](OS(=O)(=O)O)=O. The catalyst is O. The product is [N+:10]([C:5]1[CH:4]=[C:3]([C:2]([F:13])([F:14])[F:1])[CH:9]=[CH:8][C:6]=1[N:7]=[N:44][C:26]1[CH:27]=[C:28]([C:30]([CH3:31])([CH3:32])[CH2:33][C:34]([CH3:37])([CH3:36])[CH3:35])[CH:29]=[C:24]([C:15]([CH3:17])([C:18]2[CH:19]=[CH:20][CH:21]=[CH:22][CH:23]=2)[CH3:16])[C:25]=1[OH:38])([O-:12])=[O:11]. The yield is 0.770. (3) The reactants are [OH:1][C:2]1[CH:3]=[C:4]2[C:9](=[CH:10][CH:11]=1)[CH2:8][CH:7]([C:12]([OH:14])=[O:13])[CH2:6][CH2:5]2.[CH3:15]O.S(=O)(=O)(O)O. No catalyst specified. The product is [OH:1][C:2]1[CH:3]=[C:4]2[C:9](=[CH:10][CH:11]=1)[CH2:8][CH:7]([C:12]([O:14][CH3:15])=[O:13])[CH2:6][CH2:5]2. The yield is 1.00. (4) The reactants are [NH2:1][C:2]1[N:10]=[CH:9][N:8]=[C:7]2[C:3]=1[N:4]=[CH:5][N:6]2[C@H:11]1[C@@H:15]2[O:16][C:17]([CH3:20])([CH3:19])[O:18][C@@H:14]2[C@@H:13]([CH2:21][NH:22][CH:23]2[CH2:26][CH:25]([CH2:27][CH2:28][C:29]([O:31][CH2:32][C:33]3[CH:38]=[CH:37][CH:36]=[CH:35][CH:34]=3)=[O:30])[CH2:24]2)[O:12]1.[BH3-]C#N.[Na+].[CH3:43][C:44](O)=O.CC=O. The catalyst is CO.O. The product is [NH2:1][C:2]1[N:10]=[CH:9][N:8]=[C:7]2[C:3]=1[N:4]=[CH:5][N:6]2[C@H:11]1[C@@H:15]2[O:16][C:17]([CH3:19])([CH3:20])[O:18][C@@H:14]2[C@@H:13]([CH2:21][N:22]([CH2:43][CH3:44])[CH:23]2[CH2:26][CH:25]([CH2:27][CH2:28][C:29]([O:31][CH2:32][C:33]3[CH:34]=[CH:35][CH:36]=[CH:37][CH:38]=3)=[O:30])[CH2:24]2)[O:12]1. The yield is 0.660. (5) The reactants are [CH3:1][NH:2][C:3]1[N:8]=[CH:7][NH:6][C:5](=[O:9])[CH:4]=1.[CH2:10](Br)[C:11]1[CH:16]=[CH:15][CH:14]=[CH:13][CH:12]=1.C(=O)([O-])[O-].[K+].[K+]. The catalyst is C(O)C. The product is [CH2:10]([N:6]1[C:5](=[O:9])[CH:4]=[C:3]([NH:2][CH3:1])[N:8]=[CH:7]1)[C:11]1[CH:16]=[CH:15][CH:14]=[CH:13][CH:12]=1. The yield is 0.430. (6) The product is [CH2:11]([O:13][C:14]1[CH:15]=[C:16]([CH:19]=[CH:20][C:21]=1[O:22][CH3:23])[CH2:17][N:8]1[CH2:7][CH2:6][C:5](=[O:1])[CH2:10][CH2:9]1)[CH3:12]. The catalyst is C(O)C.O.C(O)(=O)C. The yield is 0.590. The reactants are [O:1]1[C:5]2([CH2:10][CH2:9][NH:8][CH2:7][CH2:6]2)OCC1.[CH2:11]([O:13][C:14]1[CH:15]=[C:16]([CH:19]=[CH:20][C:21]=1[O:22][CH3:23])[CH:17]=O)[CH3:12].C([BH3-])#N.[Na+].Cl. (7) The reactants are CCN(C(C)C)C(C)C.[C:10](OC(=O)C)(=[O:12])[CH3:11].C(O)(=O)C.[NH2:21][CH2:22][C:23]1[CH:28]=[CH:27][C:26]([C:29]2[CH:38]=[C:37]([C:39]([NH:41][CH2:42][C@H:43]3[CH2:48][CH2:47][C@H:46]([CH2:49][NH:50][C:51](=[O:57])[O:52][C:53]([CH3:56])([CH3:55])[CH3:54])[CH2:45][CH2:44]3)=[O:40])[C:36]3[C:31](=[CH:32][CH:33]=[CH:34][CH:35]=3)[N:30]=2)=[CH:25][CH:24]=1. The catalyst is CN(C1C=CN=CC=1)C.C(Cl)Cl. The product is [C:10]([NH:21][CH2:22][C:23]1[CH:24]=[CH:25][C:26]([C:29]2[CH:38]=[C:37]([C:39]([NH:41][CH2:42][C@H:43]3[CH2:48][CH2:47][C@H:46]([CH2:49][NH:50][C:51](=[O:57])[O:52][C:53]([CH3:54])([CH3:56])[CH3:55])[CH2:45][CH2:44]3)=[O:40])[C:36]3[C:31](=[CH:32][CH:33]=[CH:34][CH:35]=3)[N:30]=2)=[CH:27][CH:28]=1)(=[O:12])[CH3:11]. The yield is 0.470. (8) The reactants are C(NC1C=CC(C2C=C3C(CN([C@@H](C(C)C)C(O)=O)C3=O)=CC=2)=CC=1)(=O)C1C=CC=CC=1.[CH3:33][C:34]1[O:38][C:37]([C:39]2[CH:44]=[CH:43][CH:42]=[CH:41][CH:40]=2)=[N:36][C:35]=1[C:45]([NH:47][C:48]1[CH:53]=[CH:52][C:51]([C:54]2[CH:62]=[C:61]3[C:57]([CH2:58][N:59]([CH:64]4[CH2:69][CH2:68][CH2:67][CH:66]([C:70]([O:72]C)=[O:71])[CH2:65]4)[C:60]3=[O:63])=[CH:56][CH:55]=2)=[CH:50][CH:49]=1)=[O:46]. No catalyst specified. The yield is 0.720. The product is [CH3:33][C:34]1[O:38][C:37]([C:39]2[CH:44]=[CH:43][CH:42]=[CH:41][CH:40]=2)=[N:36][C:35]=1[C:45]([NH:47][C:48]1[CH:49]=[CH:50][C:51]([C:54]2[CH:62]=[C:61]3[C:57]([CH2:58][N:59]([CH:64]4[CH2:69][CH2:68][CH2:67][CH:66]([C:70]([OH:72])=[O:71])[CH2:65]4)[C:60]3=[O:63])=[CH:56][CH:55]=2)=[CH:52][CH:53]=1)=[O:46]. (9) The reactants are Cl[C:2]1[C:11]2[C:6](=[CH:7][C:8]([O:14][CH2:15][CH2:16][N:17]3[CH2:22][CH2:21][N:20]([CH2:23][CH2:24][F:25])[CH2:19][CH2:18]3)=[C:9]([O:12][CH3:13])[CH:10]=2)[N:5]=[CH:4][N:3]=1.[OH:26][C:27]1[CH:28]=[C:29]2[C:33](=[N:34][CH:35]=1)[NH:32][CH:31]=[CH:30]2.C(=O)([O-])[O-].[K+].[K+]. The catalyst is CC(N(C)C)=O. The product is [NH:32]1[C:33]2[C:29](=[CH:28][C:27]([O:26][C:2]3[C:11]4[C:6](=[CH:7][C:8]([O:14][CH2:15][CH2:16][N:17]5[CH2:22][CH2:21][N:20]([CH2:23][CH2:24][F:25])[CH2:19][CH2:18]5)=[C:9]([O:12][CH3:13])[CH:10]=4)[N:5]=[CH:4][N:3]=3)=[CH:35][N:34]=2)[CH:30]=[CH:31]1. The yield is 0.560. (10) The reactants are [N:1]1[CH:6]=[CH:5][C:4]([CH2:7][NH:8][C:9]2[CH:18]=[CH:17][CH:16]=[CH:15][C:10]=2[C:11]([NH:13][NH2:14])=O)=[CH:3][CH:2]=1.CSC(=N)N.[O:24]1[C:29]2[CH:30]=[CH:31][C:32]([NH:34][C:35](=[NH:38])SC)=[CH:33][C:28]=2[O:27][CH2:26]C1.C(N(CC)CC)C. The catalyst is N1C=CC=CC=1.O. The product is [O:24]1[C:29]2[CH:30]=[CH:31][C:32]([NH:34][C:35]3[NH:38][C:11]([C:10]4[CH:15]=[CH:16][CH:17]=[CH:18][C:9]=4[NH:8][CH2:7][C:4]4[CH:5]=[CH:6][N:1]=[CH:2][CH:3]=4)=[N:13][N:14]=3)=[CH:33][C:28]=2[O:27][CH2:26]1. The yield is 0.443.